From a dataset of Forward reaction prediction with 1.9M reactions from USPTO patents (1976-2016). Predict the product of the given reaction. (1) Given the reactants [F:1][C:2]1[CH:7]=[C:6]([I:8])[CH:5]=[CH:4][C:3]=1[NH2:9].[Li+].C[Si]([N-][Si](C)(C)C)(C)C.[CH3:20][O:21][CH:22]([O:36][CH3:37])[C:23]1[C:28](F)=[C:27]([N+:30]([O-:32])=[O:31])[C:26]([O:33][CH3:34])=[CH:25][C:24]=1[F:35], predict the reaction product. The product is: [CH3:37][O:36][CH:22]([O:21][CH3:20])[C:23]1[C:24]([F:35])=[CH:25][C:26]([O:33][CH3:34])=[C:27]([N+:30]([O-:32])=[O:31])[C:28]=1[NH:9][C:3]1[CH:4]=[CH:5][C:6]([I:8])=[CH:7][C:2]=1[F:1]. (2) Given the reactants [C:1]([C:3]1[CH:4]=[CH:5][C:6]([O:24]C)=[C:7]([C:9]2[CH:14]=[CH:13][CH:12]=[C:11]([CH2:15][NH:16]C(=O)OC(C)(C)C)[CH:10]=2)[CH:8]=1)#[N:2].[N:26]([Sn](CCCC)(CCCC)CCCC)=[N+:27]=[N-:28].C(OCC)(=O)C.Cl, predict the reaction product. The product is: [NH2:16][CH2:15][C:11]1[CH:10]=[C:9]([C:7]2[C:6]([OH:24])=[CH:5][CH:4]=[C:3]([C:1]3[NH:2][N:28]=[N:27][N:26]=3)[CH:8]=2)[CH:14]=[CH:13][CH:12]=1. (3) Given the reactants [CH3:1][O:2][C:3](=[O:17])[C:4]1[CH:9]=[C:8]([C:10]#[C:11][Si](C)(C)C)[CH:7]=[CH:6][C:5]=1[Cl:16].C(O)=[O:19], predict the reaction product. The product is: [CH3:1][O:2][C:3](=[O:17])[C:4]1[CH:9]=[C:8]([C:10](=[O:19])[CH3:11])[CH:7]=[CH:6][C:5]=1[Cl:16]. (4) Given the reactants CN(C)C=O.[CH3:6][O:7][C:8]1[CH:17]=[C:16]2[C:11]([CH:12]=[CH:13][C:14](=[O:32])[N:15]2[CH2:18][CH2:19][CH2:20][C:21]2([C:27]([O:29][CH2:30][CH3:31])=[O:28])[CH2:26][CH2:25][NH:24][CH2:23][CH2:22]2)=[CH:10][CH:9]=1.C(=O)([O-])[O-].[K+].[K+].Br[CH2:40][CH2:41][CH2:42][C:43]1[CH:48]=[CH:47][CH:46]=[CH:45][CH:44]=1, predict the reaction product. The product is: [CH3:6][O:7][C:8]1[CH:17]=[C:16]2[C:11]([CH:12]=[CH:13][C:14](=[O:32])[N:15]2[CH2:18][CH2:19][CH2:20][C:21]2([C:27]([O:29][CH2:30][CH3:31])=[O:28])[CH2:26][CH2:25][N:24]([CH2:40][CH2:41][CH2:42][C:43]3[CH:48]=[CH:47][CH:46]=[CH:45][CH:44]=3)[CH2:23][CH2:22]2)=[CH:10][CH:9]=1. (5) Given the reactants [OH:1][C:2]1[CH:9]=[CH:8][C:5]([C:6]#[N:7])=[C:4]([CH3:10])[CH:3]=1.[CH3:11][O:12][CH2:13][CH2:14]Br.C(=O)([O-])[O-].[K+].[K+], predict the reaction product. The product is: [CH3:10][C:4]1[CH:3]=[C:2]([O:1][CH2:14][CH2:13][O:12][CH3:11])[CH:9]=[CH:8][C:5]=1[C:6]#[N:7]. (6) Given the reactants Cl[C:2]1[C:3]2[CH2:11][CH2:10][N:9]([C:12]3[C:17]([C:18]([F:21])([F:20])[F:19])=[CH:16][CH:15]=[CH:14][N:13]=3)[CH2:8][C:4]=2[N:5]=[CH:6][N:7]=1.C(=O)([O-])[O-].[Cs+].[Cs+].CC1(C)C2C(=C(P(C3C=CC=CC=3)C3C=CC=CC=3)C=CC=2)OC2C(P(C3C=CC=CC=3)C3C=CC=CC=3)=CC=CC1=2.[F:70][C:71]([F:83])([F:82])[S:72]([C:75]1[CH:80]=[CH:79][C:78]([NH2:81])=[CH:77][CH:76]=1)(=[O:74])=[O:73], predict the reaction product. The product is: [F:19][C:18]([F:21])([F:20])[C:17]1[C:12]([N:9]2[CH2:10][CH2:11][C:3]3[C:2]([NH:81][C:78]4[CH:79]=[CH:80][C:75]([S:72]([C:71]([F:83])([F:70])[F:82])(=[O:74])=[O:73])=[CH:76][CH:77]=4)=[N:7][CH:6]=[N:5][C:4]=3[CH2:8]2)=[N:13][CH:14]=[CH:15][CH:16]=1. (7) The product is: [O:6]1[CH2:7][CH2:3][CH:4](/[CH:13]=[CH:10]/[C:9]([O:8][CH2:12][CH3:11])=[O:19])[CH2:5]1. Given the reactants [H-].[Na+].[CH2:3]1[CH2:7][O:6][CH2:5][CH2:4]1.[O:8]1[CH2:12][CH2:11][CH:10]([CH:13]=O)[CH2:9]1.CN(C=[O:19])C, predict the reaction product.